This data is from Full USPTO retrosynthesis dataset with 1.9M reactions from patents (1976-2016). The task is: Predict the reactants needed to synthesize the given product. (1) Given the product [C:8]([C:3]1[CH:4]=[CH:5][CH:6]=[CH:7][C:2]=1[C:15]1[CH:16]=[CH:17][N:12]=[CH:13][CH:14]=1)([CH3:11])([CH3:10])[CH3:9], predict the reactants needed to synthesize it. The reactants are: Br[C:2]1[CH:7]=[CH:6][CH:5]=[CH:4][C:3]=1[C:8]([CH3:11])([CH3:10])[CH3:9].[N:12]1[CH:17]=[CH:16][C:15](B(O)O)=[CH:14][CH:13]=1.C([O-])([O-])=O.[Cs+].[Cs+]. (2) Given the product [CH3:19][C:20]1[CH:25]=[CH:24][CH:23]=[CH:22][C:21]=1[C:26]1[CH:31]=[CH:30][C:29]([C:6]([N:8]2[CH2:12][C:11](=[N:13][O:14][CH3:15])[CH2:10][C@H:9]2[C:16]([NH:36][CH2:37][CH:38]([OH:49])[CH2:39][O:40][C:41]2[CH:46]=[CH:45][C:44]([O:47][CH3:48])=[CH:43][CH:42]=2)=[O:18])=[O:7])=[C:28]([CH3:35])[CH:27]=1, predict the reactants needed to synthesize it. The reactants are: C(O[C:6]([N:8]1[CH2:12][C:11](=[N:13][O:14][CH3:15])[CH2:10][C@H:9]1[C:16]([OH:18])=O)=[O:7])(C)(C)C.[CH3:19][C:20]1[CH:25]=[CH:24][CH:23]=[CH:22][C:21]=1[C:26]1[CH:31]=[CH:30][C:29](C(O)=O)=[C:28]([CH3:35])[CH:27]=1.[NH2:36][CH2:37][CH:38]([OH:49])[CH2:39][O:40][C:41]1[CH:46]=[CH:45][C:44]([O:47][CH3:48])=[CH:43][CH:42]=1. (3) Given the product [CH:1]([NH:4][C:5]1[C:10]2[C:11]([C:23]3[CH:28]=[C:27]([C:29]([F:30])([F:31])[F:32])[N:26]=[CH:25][N:24]=3)=[N:12][NH:13][C:9]=2[CH:8]=[CH:7][N:6]=1)([CH3:3])[CH3:2], predict the reactants needed to synthesize it. The reactants are: [CH:1]([NH:4][C:5]1[C:10]2[C:11]([C:23]3[CH:28]=[C:27]([C:29]([F:32])([F:31])[F:30])[N:26]=[CH:25][N:24]=3)=[N:12][N:13](CC3C=CC(OC)=CC=3)[C:9]=2[CH:8]=[CH:7][N:6]=1)([CH3:3])[CH3:2].C(NC1C2C([Sn](C)(C)C)=NN(CC3C=CC(OC)=CC=3)C=2C=CN=1)(C)C.BrC1C=C(C(F)(F)F)N=CN=1.[Li+].[Cl-]. (4) Given the product [CH3:8][CH:7]([CH3:9])[CH2:6][CH:2]([S:10][C:11]#[N:12])[C:3](=[O:5])[CH3:4], predict the reactants needed to synthesize it. The reactants are: Cl[CH:2]([CH2:6][CH:7]([CH3:9])[CH3:8])[C:3](=[O:5])[CH3:4].[S-:10][C:11]#[N:12].[Na+]. (5) Given the product [CH:17]([C:15]1[N:16]=[C:4]2[N:3]=[C:2]([C:25]3[CH:26]=[CH:27][C:22]([CH:20]=[O:21])=[CH:23][CH:24]=3)[C:7]([C:8]3[CH:13]=[CH:12][CH:11]=[CH:10][CH:9]=3)=[CH:6][N:5]2[N:14]=1)([CH3:19])[CH3:18], predict the reactants needed to synthesize it. The reactants are: Cl[C:2]1[C:7]([C:8]2[CH:13]=[CH:12][CH:11]=[CH:10][CH:9]=2)=[CH:6][N:5]2[N:14]=[C:15]([CH:17]([CH3:19])[CH3:18])[N:16]=[C:4]2[N:3]=1.[CH:20]([C:22]1[CH:27]=[CH:26][C:25](B(O)O)=[CH:24][CH:23]=1)=[O:21].C(=O)([O-])[O-].[Na+].[Na+]. (6) Given the product [CH2:3]([C:13]1([NH:16][S:17]([C:19]([CH3:22])([CH3:21])[CH3:20])=[O:18])[CH2:12][CH2:11][C:10]2([O:9][CH2:8][CH2:7][O:6]2)[CH2:15][CH2:14]1)[CH:2]=[CH2:1], predict the reactants needed to synthesize it. The reactants are: [CH2:1]([Mg]Cl)[CH:2]=[CH2:3].[O:6]1[C:10]2([CH2:15][CH2:14][C:13](=[N:16][S:17]([C:19]([CH3:22])([CH3:21])[CH3:20])=[O:18])[CH2:12][CH2:11]2)[O:9][CH2:8][CH2:7]1. (7) Given the product [NH:11]1[C:15]2[CH:16]=[CH:17][CH:18]=[CH:19][C:14]=2[N:13]=[C:12]1[C@H:8]([NH:9][C:10]([NH:33][CH2:32][CH2:31][C:25]1[CH:26]=[C:27]([CH3:30])[CH:28]=[CH:29][C:24]=1[CH3:23])=[O:20])[CH2:7][C:6]1[CH:21]=[CH:22][C:3]([O:2][CH3:1])=[CH:4][CH:5]=1, predict the reactants needed to synthesize it. The reactants are: [CH3:1][O:2][C:3]1[CH:22]=[CH:21][C:6]([CH2:7][C@@H:8]2[C:12]3=[N:13][C:14]4[CH:19]=[CH:18][CH:17]=[CH:16][C:15]=4[N:11]3[C:10](=[O:20])[NH:9]2)=[CH:5][CH:4]=1.[CH3:23][C:24]1[CH:29]=[CH:28][C:27]([CH3:30])=[CH:26][C:25]=1[CH2:31][CH2:32][NH2:33].C(O)(C(F)(F)F)=O. (8) Given the product [CH3:44][C:45]1[CH:50]=[C:49]([CH3:51])[CH:48]=[C:47]([CH3:52])[C:46]=1[S:53]([O:8][C:6]1[C:5]([CH2:9][C:10]2[CH:32]=[CH:31][C:13]([O:14][CH2:15][CH2:16][O:17][CH2:18][CH2:19][C:20]([P:23]([O:24][CH2:25][CH3:26])([O:27][CH2:28][CH3:29])=[O:30])([F:21])[F:22])=[CH:12][C:11]=2[O:33][CH3:34])=[C:4]([CH3:35])[N:3]=[C:2]([NH2:1])[N:7]=1)(=[O:54])=[O:55], predict the reactants needed to synthesize it. The reactants are: [NH2:1][C:2]1[N:7]=[C:6]([OH:8])[C:5]([CH2:9][C:10]2[CH:32]=[CH:31][C:13]([O:14][CH2:15][CH2:16][O:17][CH2:18][CH2:19][C:20]([P:23](=[O:30])([O:27][CH2:28][CH3:29])[O:24][CH2:25][CH3:26])([F:22])[F:21])=[CH:12][C:11]=2[O:33][CH3:34])=[C:4]([CH3:35])[N:3]=1.N12CCN(CC1)CC2.[CH3:44][C:45]1[CH:50]=[C:49]([CH3:51])[CH:48]=[C:47]([CH3:52])[C:46]=1[S:53](Cl)(=[O:55])=[O:54]. (9) Given the product [CH2:32]([O:31][C:29](=[O:30])[N:22]([S:23]([CH3:26])(=[O:25])=[O:24])[N:11]1[C:10](=[O:27])[C:9]2[C:14](=[CH:15][C:16]([C:17]([F:19])([F:20])[F:18])=[C:7]([C:6]3[N:2]([CH3:1])[N:3]=[CH:4][CH:5]=3)[CH:8]=2)[NH:13][C:12]1=[O:21])[CH:33]([CH3:35])[CH3:34], predict the reactants needed to synthesize it. The reactants are: [CH3:1][N:2]1[C:6]([C:7]2[CH:8]=[C:9]3[C:14](=[CH:15][C:16]=2[C:17]([F:20])([F:19])[F:18])[NH:13][C:12](=[O:21])[N:11]([NH:22][S:23]([CH3:26])(=[O:25])=[O:24])[C:10]3=[O:27])=[CH:5][CH:4]=[N:3]1.Cl[C:29]([O:31][CH2:32][CH:33]([CH3:35])[CH3:34])=[O:30].